Predict the reactants needed to synthesize the given product. From a dataset of Full USPTO retrosynthesis dataset with 1.9M reactions from patents (1976-2016). (1) Given the product [F:31][C:2]([F:1])([F:30])[O:3][C:4]1[CH:5]=[CH:6][C:7]([NH:10][C:11]([C:13]2([NH:29][CH3:35])[CH2:18][CH2:17][N:16]([S:19]([C:22]3[CH:27]=[CH:26][C:25]([CH3:28])=[CH:24][CH:23]=3)(=[O:21])=[O:20])[CH2:15][CH2:14]2)=[O:12])=[CH:8][CH:9]=1, predict the reactants needed to synthesize it. The reactants are: [F:1][C:2]([F:31])([F:30])[O:3][C:4]1[CH:9]=[CH:8][C:7]([NH:10][C:11]([C:13]2([NH2:29])[CH2:18][CH2:17][N:16]([S:19]([C:22]3[CH:27]=[CH:26][C:25]([CH3:28])=[CH:24][CH:23]=3)(=[O:21])=[O:20])[CH2:15][CH2:14]2)=[O:12])=[CH:6][CH:5]=1.Cl.CI.[C:35](=O)([O-])[O-].[K+].[K+]. (2) Given the product [OH:41][C:26]1[C:25](=[O:24])[N:14]([C:15]2[N:16]=[N:17][C:18]([CH3:21])=[CH:19][CH:20]=2)[CH:8]([C:7]2[CH:10]=[CH:11][C:4]([O:3][C:2]([F:13])([F:12])[F:1])=[CH:5][CH:6]=2)[C:27]=1[C:28](=[O:29])[C:30]1[CH:35]=[CH:34][C:33]([O:36][CH2:37][CH2:38][O:39][CH3:40])=[CH:32][CH:31]=1, predict the reactants needed to synthesize it. The reactants are: [F:1][C:2]([F:13])([F:12])[O:3][C:4]1[CH:11]=[CH:10][C:7]([CH:8]=O)=[CH:6][CH:5]=1.[NH2:14][C:15]1[N:16]=[N:17][C:18]([CH3:21])=[CH:19][CH:20]=1.C([O:24][C:25](=O)[C:26]([OH:41])=[CH:27][C:28]([C:30]1[CH:35]=[CH:34][C:33]([O:36][CH2:37][CH2:38][O:39][CH3:40])=[CH:32][CH:31]=1)=[O:29])C. (3) Given the product [C:37]1([C:36]2[N:26]3[C:21]4[CH:20]=[C:19]([C:29]5[CH:34]=[CH:33][CH:32]=[CH:31][CH:30]=5)[C:18]([C:15]5[CH:16]=[CH:17][C:12]([C:8]6([NH:7][C:6](=[O:35])[O:5][C:1]([CH3:4])([CH3:3])[CH3:2])[CH2:11][CH2:10][CH2:9]6)=[CH:13][CH:14]=5)=[N:28][C:22]=4[O:23][CH2:24][C:25]3=[N:45][N:44]=2)[CH:42]=[CH:41][CH:40]=[CH:39][CH:38]=1, predict the reactants needed to synthesize it. The reactants are: [C:1]([O:5][C:6](=[O:35])[NH:7][C:8]1([C:12]2[CH:17]=[CH:16][C:15]([C:18]3[C:19]([C:29]4[CH:34]=[CH:33][CH:32]=[CH:31][CH:30]=4)=[CH:20][C:21]4[NH:26][C:25](=S)[CH2:24][O:23][C:22]=4[N:28]=3)=[CH:14][CH:13]=2)[CH2:11][CH2:10][CH2:9]1)([CH3:4])([CH3:3])[CH3:2].[C:36]([NH:44][NH2:45])(=O)[C:37]1[CH:42]=[CH:41][CH:40]=[CH:39][CH:38]=1. (4) The reactants are: [CH3:1][C:2]([CH:17]1[CH2:22][CH2:21][NH:20][CH2:19][CH2:18]1)([S:4]([C:7]1[CH:12]=[CH:11][CH:10]=[C:9]([C:13]([F:16])([F:15])[F:14])[CH:8]=1)(=[O:6])=[O:5])[CH3:3].[CH:23]1([S:26]([C:29]2[N:37]=[C:36]([C:38]([F:41])([F:40])[F:39])[CH:35]=[CH:34][C:30]=2[C:31](O)=[O:32])(=[O:28])=[O:27])[CH2:25][CH2:24]1.CN([P+](ON1N=NC2C=CC=CC1=2)(N(C)C)N(C)C)C.F[P-](F)(F)(F)(F)F.C(N(C(C)C)CC)(C)C. Given the product [CH:23]1([S:26]([C:29]2[C:30]([C:31]([N:20]3[CH2:21][CH2:22][CH:17]([C:2]([CH3:1])([S:4]([C:7]4[CH:12]=[CH:11][CH:10]=[C:9]([C:13]([F:14])([F:16])[F:15])[CH:8]=4)(=[O:5])=[O:6])[CH3:3])[CH2:18][CH2:19]3)=[O:32])=[CH:34][CH:35]=[C:36]([C:38]([F:41])([F:40])[F:39])[N:37]=2)(=[O:27])=[O:28])[CH2:25][CH2:24]1, predict the reactants needed to synthesize it.